Dataset: Reaction yield outcomes from USPTO patents with 853,638 reactions. Task: Predict the reaction yield, written as a fraction of the theoretical maximum amount of product (1.0 means a 100% yield; for example, 0.34 means a 34% yield). (1) The reactants are C([Li])CCC.[S:6]1[CH:10]=[CH:9][N:8]=[CH:7]1.[CH:11]1([C:14]([CH:16]2[CH2:18][CH2:17]2)=[O:15])[CH2:13][CH2:12]1. The catalyst is C1COCC1. The product is [CH:11]1([C:14]([CH:16]2[CH2:18][CH2:17]2)([C:7]2[S:6][CH:10]=[CH:9][N:8]=2)[OH:15])[CH2:13][CH2:12]1. The yield is 0.930. (2) The reactants are [C:1]([O:5][C:6]([N:8]1[C:12]2([CH2:16][CH2:15][NH:14][C:13]2=[O:17])[CH2:11][CH2:10][CH2:9]1)=[O:7])([CH3:4])([CH3:3])[CH3:2].Br[C:19]1[CH:20]=[CH:21][C:22]([N+:25]([O-:27])=[O:26])=[N:23][CH:24]=1. No catalyst specified. The product is [C:1]([O:5][C:6]([N:8]1[C:12]2([CH2:16][CH2:15][N:14]([C:19]3[CH:24]=[N:23][C:22]([N+:25]([O-:27])=[O:26])=[CH:21][CH:20]=3)[C:13]2=[O:17])[CH2:11][CH2:10][CH2:9]1)=[O:7])([CH3:4])([CH3:2])[CH3:3]. The yield is 0.790. (3) The reactants are [CH3:1]I.[SH:3][C:4]1[CH:5]=[C:6]([CH:10]=[CH:11][CH:12]=1)C(O)=O.[C:13](=[O:16])([O-])[O-].[K+].[K+].CN([CH:22]=[O:23])C. The catalyst is C(OCC)(=O)C. The product is [CH3:13][O:16][C:22](=[O:23])[C:6]1[CH:10]=[CH:11][CH:12]=[C:4]([S:3][CH3:1])[CH:5]=1. The yield is 0.960. (4) The yield is 0.600. The catalyst is Cl. The product is [NH2:35][CH2:34][C:33]([NH:32][C:29]1[CH:30]=[CH:31][C:26]([N:9]2[C:10]([C:12]3[CH:13]=[CH:14][C:15]4[CH:16]=[CH:17][C:18]5[C:23]([C:24]=4[CH:25]=3)=[CH:22][CH:21]=[CH:20][CH:19]=5)=[CH:11][C:7]([C:5]([NH:4][CH:1]([CH3:3])[CH3:2])=[O:6])=[N:8]2)=[CH:27][CH:28]=1)=[O:43]. The reactants are [CH:1]([NH:4][C:5]([C:7]1[CH:11]=[C:10]([C:12]2[CH:13]=[CH:14][C:15]3[CH:16]=[CH:17][C:18]4[C:23]([C:24]=3[CH:25]=2)=[CH:22][CH:21]=[CH:20][CH:19]=4)[N:9]([C:26]2[CH:31]=[CH:30][C:29]([NH:32][C:33](=[O:43])[CH2:34][NH:35]C(=O)OC(C)(C)C)=[CH:28][CH:27]=2)[N:8]=1)=[O:6])([CH3:3])[CH3:2].C(=O)([O-])[O-].[Na+].[Na+]. (5) The reactants are ClC(Cl)(O[C:5](=[O:11])OC(Cl)(Cl)Cl)Cl.[F:13][C:14]([F:22])([F:21])[CH:15]([OH:20])[C:16]([F:19])([F:18])[F:17].C(N(CC)C(C)C)(C)C.[CH3:32][C:33]1[N:38]=[C:37]([CH2:39][N:40]2[CH2:45][CH2:44][NH:43][CH2:42][CH2:41]2)[CH:36]=[CH:35][C:34]=1[C:46]1[CH:51]=[CH:50][CH:49]=[CH:48][C:47]=1[CH3:52]. The catalyst is ClCCl. The product is [CH3:32][C:33]1[N:38]=[C:37]([CH2:39][N:40]2[CH2:41][CH2:42][N:43]([C:5]([O:20][CH:15]([C:16]([F:19])([F:18])[F:17])[C:14]([F:22])([F:21])[F:13])=[O:11])[CH2:44][CH2:45]2)[CH:36]=[CH:35][C:34]=1[C:46]1[CH:51]=[CH:50][CH:49]=[CH:48][C:47]=1[CH3:52]. The yield is 0.650. (6) The reactants are [N-:1]=[N+:2]=[N-:3].[Na+].Br[C@@H:6]1[CH2:10][N:9]([C:11]([O:13][C:14]([CH3:17])([CH3:16])[CH3:15])=[O:12])[C@H:8]([C:18]([O:20][CH3:21])=[O:19])[CH2:7]1. The catalyst is CN(C)C=O. The product is [N:1]([C@H:6]1[CH2:10][N:9]([C:11]([O:13][C:14]([CH3:17])([CH3:16])[CH3:15])=[O:12])[C@H:8]([C:18]([O:20][CH3:21])=[O:19])[CH2:7]1)=[N+:2]=[N-:3]. The yield is 0.930. (7) The product is [CH2:1]([O:8][C:9]1[CH:10]=[CH:11][C:12](/[CH:21]=[CH:31]/[N+:28]([O-:30])=[O:29])=[C:13]([C:15]2[CH:20]=[CH:19][CH:18]=[CH:17][CH:16]=2)[CH:14]=1)[C:2]1[CH:7]=[CH:6][CH:5]=[CH:4][CH:3]=1. The reactants are [CH2:1]([O:8][C:9]1[CH:14]=[C:13]([C:15]2[CH:20]=[CH:19][CH:18]=[CH:17][CH:16]=2)[C:12]([CH:21]=O)=[CH:11][CH:10]=1)[C:2]1[CH:7]=[CH:6][CH:5]=[CH:4][CH:3]=1.C([O-])(=O)C.[NH4+].[N+:28]([CH3:31])([O-:30])=[O:29]. The yield is 0.980. No catalyst specified.